From a dataset of NCI-60 drug combinations with 297,098 pairs across 59 cell lines. Regression. Given two drug SMILES strings and cell line genomic features, predict the synergy score measuring deviation from expected non-interaction effect. (1) Drug 1: CC1C(C(=O)NC(C(=O)N2CCCC2C(=O)N(CC(=O)N(C(C(=O)O1)C(C)C)C)C)C(C)C)NC(=O)C3=C4C(=C(C=C3)C)OC5=C(C(=O)C(=C(C5=N4)C(=O)NC6C(OC(=O)C(N(C(=O)CN(C(=O)C7CCCN7C(=O)C(NC6=O)C(C)C)C)C)C(C)C)C)N)C. Drug 2: CC1C(C(CC(O1)OC2CC(CC3=C2C(=C4C(=C3O)C(=O)C5=C(C4=O)C(=CC=C5)OC)O)(C(=O)CO)O)N)O.Cl. Cell line: SK-MEL-5. Synergy scores: CSS=54.8, Synergy_ZIP=3.94, Synergy_Bliss=6.57, Synergy_Loewe=7.81, Synergy_HSA=8.16. (2) Drug 1: CS(=O)(=O)C1=CC(=C(C=C1)C(=O)NC2=CC(=C(C=C2)Cl)C3=CC=CC=N3)Cl. Drug 2: C1=NC(=NC(=O)N1C2C(C(C(O2)CO)O)O)N. Cell line: UACC62. Synergy scores: CSS=8.34, Synergy_ZIP=-3.01, Synergy_Bliss=-2.29, Synergy_Loewe=-19.9, Synergy_HSA=-2.61. (3) Drug 1: C1=CC(=C2C(=C1NCCNCCO)C(=O)C3=C(C=CC(=C3C2=O)O)O)NCCNCCO. Synergy scores: CSS=8.12, Synergy_ZIP=1.02, Synergy_Bliss=8.14, Synergy_Loewe=-1.13, Synergy_HSA=4.57. Drug 2: C1CNP(=O)(OC1)N(CCCl)CCCl. Cell line: NCI/ADR-RES. (4) Drug 1: C1=CC(=C2C(=C1NCCNCCO)C(=O)C3=C(C=CC(=C3C2=O)O)O)NCCNCCO. Drug 2: C#CCC(CC1=CN=C2C(=N1)C(=NC(=N2)N)N)C3=CC=C(C=C3)C(=O)NC(CCC(=O)O)C(=O)O. Cell line: MDA-MB-435. Synergy scores: CSS=-2.88, Synergy_ZIP=-6.66, Synergy_Bliss=-7.43, Synergy_Loewe=-9.38, Synergy_HSA=-7.56. (5) Drug 1: C1CC(=O)NC(=O)C1N2C(=O)C3=CC=CC=C3C2=O. Drug 2: B(C(CC(C)C)NC(=O)C(CC1=CC=CC=C1)NC(=O)C2=NC=CN=C2)(O)O. Cell line: SW-620. Synergy scores: CSS=35.9, Synergy_ZIP=-2.41, Synergy_Bliss=-3.70, Synergy_Loewe=-53.2, Synergy_HSA=-3.89. (6) Drug 1: CCC1(CC2CC(C3=C(CCN(C2)C1)C4=CC=CC=C4N3)(C5=C(C=C6C(=C5)C78CCN9C7C(C=CC9)(C(C(C8N6C=O)(C(=O)OC)O)OC(=O)C)CC)OC)C(=O)OC)O.OS(=O)(=O)O. Drug 2: CC=C1C(=O)NC(C(=O)OC2CC(=O)NC(C(=O)NC(CSSCCC=C2)C(=O)N1)C(C)C)C(C)C. Cell line: HCT116. Synergy scores: CSS=77.0, Synergy_ZIP=-6.20, Synergy_Bliss=-3.38, Synergy_Loewe=-20.0, Synergy_HSA=-6.19. (7) Drug 1: C1=NC2=C(N1)C(=S)N=CN2. Drug 2: C1=NNC2=C1C(=O)NC=N2. Cell line: UACC62. Synergy scores: CSS=28.9, Synergy_ZIP=0.664, Synergy_Bliss=0.138, Synergy_Loewe=1.56, Synergy_HSA=1.82. (8) Drug 1: CS(=O)(=O)C1=CC(=C(C=C1)C(=O)NC2=CC(=C(C=C2)Cl)C3=CC=CC=N3)Cl. Drug 2: C(=O)(N)NO. Cell line: RXF 393. Synergy scores: CSS=13.1, Synergy_ZIP=-5.63, Synergy_Bliss=-4.74, Synergy_Loewe=-1.74, Synergy_HSA=-1.60.